Dataset: Kir2.1 potassium channel HTS with 301,493 compounds. Task: Binary Classification. Given a drug SMILES string, predict its activity (active/inactive) in a high-throughput screening assay against a specified biological target. (1) The drug is OC(C(=O)NN(C(c1ccccc1)C)C(=O)c1ccccc1)(c1ccccc1)c1ccccc1. The result is 0 (inactive). (2) The drug is OC(=O)CCCn1nc(c([N+]([O-])=O)c1C)C. The result is 0 (inactive).